Dataset: Reaction yield outcomes from USPTO patents with 853,638 reactions. Task: Predict the reaction yield, written as a fraction of the theoretical maximum amount of product (1.0 means a 100% yield; for example, 0.34 means a 34% yield). (1) The reactants are [NH2:1][C:2]1[CH:12]=[CH:11][C:5]([C:6]([N:8]([CH3:10])[CH3:9])=[O:7])=[CH:4][CH:3]=1.Cl[C:14]([O:16][CH2:17][C:18]([Cl:21])([Cl:20])[Cl:19])=[O:15]. The catalyst is C(Cl)Cl. The product is [Cl:19][C:18]([Cl:21])([Cl:20])[CH2:17][O:16][C:14](=[O:15])[NH:1][C:2]1[CH:12]=[CH:11][C:5]([C:6](=[O:7])[N:8]([CH3:10])[CH3:9])=[CH:4][CH:3]=1. The yield is 0.730. (2) The reactants are [CH2:1]([O:3][C:4](=[O:16])[C:5]1[CH:10]=[C:9](Br)[C:8]([Cl:12])=[CH:7][C:6]=1[O:13][CH2:14][CH3:15])[CH3:2].[Cu][C:18]#[N:19]. The catalyst is CN(C)C=O.C(Cl)Cl. The product is [CH2:1]([O:3][C:4](=[O:16])[C:5]1[CH:10]=[C:9]([C:18]#[N:19])[C:8]([Cl:12])=[CH:7][C:6]=1[O:13][CH2:14][CH3:15])[CH3:2]. The yield is 0.470. (3) The reactants are [NH2:1][S:2]([C:5]1[CH:6]=[C:7]([CH:11]=[CH:12][CH:13]=1)[C:8](O)=[O:9])(=[O:4])=[O:3]. The catalyst is C1COCC1. The product is [OH:9][CH2:8][C:7]1[CH:6]=[C:5]([S:2]([NH2:1])(=[O:3])=[O:4])[CH:13]=[CH:12][CH:11]=1. The yield is 0.620. (4) The reactants are [Br:1][C:2]1[CH:3]=[C:4]([CH2:8][CH:9]([OH:12])[CH2:10][OH:11])[CH:5]=[CH:6][CH:7]=1.CO[C:15](OC)([CH3:17])[CH3:16].CC1C=CC(S(O)(=O)=O)=CC=1. The catalyst is CC(C)=O. The product is [Br:1][C:2]1[CH:3]=[C:4]([CH:5]=[CH:6][CH:7]=1)[CH2:8][CH:9]1[CH2:10][O:11][C:15]([CH3:17])([CH3:16])[O:12]1. The yield is 0.150.